Dataset: Blood-brain barrier permeability classification from the B3DB database. Task: Regression/Classification. Given a drug SMILES string, predict its absorption, distribution, metabolism, or excretion properties. Task type varies by dataset: regression for continuous measurements (e.g., permeability, clearance, half-life) or binary classification for categorical outcomes (e.g., BBB penetration, CYP inhibition). Dataset: b3db_classification. The drug is CC(C)[N+]1(C)[C@H]2CC[C@@H]1CC(OC(=O)[C@@H](CO)c1ccccc1)C2. The result is 0 (does not penetrate BBB).